This data is from Reaction yield outcomes from USPTO patents with 853,638 reactions. The task is: Predict the reaction yield, written as a fraction of the theoretical maximum amount of product (1.0 means a 100% yield; for example, 0.34 means a 34% yield). (1) The reactants are [OH:1][C@H:2]([CH2:16][OH:17])[CH2:3][O:4][C:5]1[CH:10]=[CH:9][CH:8]=[CH:7][C:6]=1[CH2:11][CH2:12][CH2:13][CH2:14][NH2:15].C(NCCCCC1C=CC=CC=1OC[C@@H](O)CO)(OCC1C=CC=CC=1)=O. The yield is 0.990. No catalyst specified. The product is [OH:1][C@@H:2]([CH2:16][OH:17])[CH2:3][O:4][C:5]1[CH:10]=[CH:9][CH:8]=[CH:7][C:6]=1[CH2:11][CH2:12][CH2:13][CH2:14][NH2:15]. (2) The reactants are [Br:1][C:2]1[CH:3]=[CH:4][C:5]([Cl:16])=[C:6]([CH:15]=1)[CH2:7][C:8]1[CH:13]=[CH:12][C:11]([OH:14])=[CH:10][CH:9]=1.C([O-])([O-])=O.[Cs+].[Cs+].CC1C=CC(S(O[CH2:34][CH2:35][O:36][CH:37]2[CH2:39][CH2:38]2)(=O)=O)=CC=1. The catalyst is CN(C=O)C.O. The product is [Br:1][C:2]1[CH:3]=[CH:4][C:5]([Cl:16])=[C:6]([CH2:7][C:8]2[CH:13]=[CH:12][C:11]([O:14][CH2:34][CH2:35][O:36][CH:37]3[CH2:39][CH2:38]3)=[CH:10][CH:9]=2)[CH:15]=1. The yield is 0.640.